This data is from Forward reaction prediction with 1.9M reactions from USPTO patents (1976-2016). The task is: Predict the product of the given reaction. (1) Given the reactants [CH:1]([C:3]1[O:7][C:6]([C:8]([OH:10])=[O:9])=[CH:5][CH:4]=1)=[O:2].[CH3:11][Si](C=[N+]=[N-])(C)C, predict the reaction product. The product is: [CH3:11][O:9][C:8]([C:6]1[O:7][C:3]([CH:1]=[O:2])=[CH:4][CH:5]=1)=[O:10]. (2) Given the reactants [CH2:1]([N:8]1[CH2:14][C:13]2[CH:15]=[C:16]([C:19]([O:21]C(C)(C)C)=O)[CH:17]=[CH:18][C:12]=2[NH:11][C@H:10]([CH2:26][OH:27])[C:9]1=[O:28])[C:2]1[CH:7]=[CH:6][CH:5]=[CH:4][CH:3]=1.[CH3:29][N:30]1[C:38]2[C:33](=[CH:34][CH:35]=[CH:36][CH:37]=2)[CH:32]=[C:31]1[CH2:39][NH:40][CH3:41].CCN(CC)CC.C1C=CC2N(O)N=NC=2C=1.O.CCN=C=NCCCN(C)C.Cl, predict the reaction product. The product is: [CH2:1]([N:8]1[CH2:14][C:13]2[CH:15]=[C:16]([C:19]([N:40]([CH3:41])[CH2:39][C:31]3[N:30]([CH3:29])[C:38]4[C:33]([CH:32]=3)=[CH:34][CH:35]=[CH:36][CH:37]=4)=[O:21])[CH:17]=[CH:18][C:12]=2[NH:11][C@H:10]([CH2:26][OH:27])[C:9]1=[O:28])[C:2]1[CH:3]=[CH:4][CH:5]=[CH:6][CH:7]=1. (3) Given the reactants [C:1]([O:5][C:6](=[O:23])[NH:7][CH2:8][CH2:9][CH2:10][NH:11][C:12]1[C:21]2[C:16](=[CH:17][CH:18]=[CH:19][CH:20]=2)[N:15]=[CH:14][C:13]=1[NH2:22])([CH3:4])([CH3:3])[CH3:2].[CH3:24][O:25][CH2:26][CH2:27][C:28](O)=O.CN(C(ON1N=NC2C=CC=NC1=2)=[N+](C)C)C.F[P-](F)(F)(F)(F)F, predict the reaction product. The product is: [CH3:24][O:25][CH2:26][CH2:27][C:28]1[N:11]([CH2:10][CH2:9][CH2:8][NH:7][C:6](=[O:23])[O:5][C:1]([CH3:4])([CH3:2])[CH3:3])[C:12]2[C:21]3[CH:20]=[CH:19][CH:18]=[CH:17][C:16]=3[N:15]=[CH:14][C:13]=2[N:22]=1. (4) Given the reactants [C:1]1([C:6]([NH:8][CH2:9][C:10]([O-:12])=O)=[O:7])[S:5][CH:4]=[CH:3][CH:2]=1.[Na+].[CH2:14](O)C.O.Cl, predict the reaction product. The product is: [C:1]1([C:6]([NH:8][CH2:9][C:10](=[O:12])[CH3:14])=[O:7])[S:5][CH:4]=[CH:3][CH:2]=1. (5) Given the reactants Cl.C(OC(=O)[NH:8][CH2:9][C:10]1[CH:15]=[C:14]([Cl:16])[CH:13]=[CH:12][C:11]=1[O:17][CH2:18][C:19]1[NH:20][CH2:21][CH2:22][N:23]=1)(C)(C)C, predict the reaction product. The product is: [Cl:16][C:14]1[CH:13]=[CH:12][C:11]([O:17][CH2:18][C:19]2[NH:23][CH2:22][CH2:21][N:20]=2)=[C:10]([CH:15]=1)[CH2:9][NH2:8].